From a dataset of NCI-60 drug combinations with 297,098 pairs across 59 cell lines. Regression. Given two drug SMILES strings and cell line genomic features, predict the synergy score measuring deviation from expected non-interaction effect. (1) Drug 1: C1=NC(=NC(=O)N1C2C(C(C(O2)CO)O)O)N. Drug 2: N.N.Cl[Pt+2]Cl. Cell line: A549. Synergy scores: CSS=73.7, Synergy_ZIP=-2.28, Synergy_Bliss=-2.69, Synergy_Loewe=0.426, Synergy_HSA=3.16. (2) Drug 1: C1=NC2=C(N1)C(=S)N=CN2. Drug 2: C1=NC2=C(N=C(N=C2N1C3C(C(C(O3)CO)O)F)Cl)N. Cell line: UO-31. Synergy scores: CSS=5.78, Synergy_ZIP=-2.52, Synergy_Bliss=-2.23, Synergy_Loewe=-2.16, Synergy_HSA=0.276. (3) Drug 1: C1=NC2=C(N1)C(=S)N=C(N2)N. Drug 2: CCN(CC)CCCC(C)NC1=C2C=C(C=CC2=NC3=C1C=CC(=C3)Cl)OC. Cell line: MOLT-4. Synergy scores: CSS=71.9, Synergy_ZIP=2.97, Synergy_Bliss=0.750, Synergy_Loewe=-2.49, Synergy_HSA=4.15. (4) Synergy scores: CSS=18.7, Synergy_ZIP=-0.780, Synergy_Bliss=7.69, Synergy_Loewe=1.02, Synergy_HSA=1.69. Drug 2: C(CCl)NC(=O)N(CCCl)N=O. Drug 1: C(CC(=O)O)C(=O)CN.Cl. Cell line: SN12C. (5) Synergy scores: CSS=-3.54, Synergy_ZIP=-7.37, Synergy_Bliss=-16.0, Synergy_Loewe=-16.6, Synergy_HSA=-15.4. Cell line: OVCAR-5. Drug 2: CC12CCC3C(C1CCC2OP(=O)(O)O)CCC4=C3C=CC(=C4)OC(=O)N(CCCl)CCCl.[Na+]. Drug 1: C1CCC(CC1)NC(=O)N(CCCl)N=O. (6) Drug 1: CC12CCC3C(C1CCC2=O)CC(=C)C4=CC(=O)C=CC34C. Drug 2: CC(CN1CC(=O)NC(=O)C1)N2CC(=O)NC(=O)C2. Cell line: MDA-MB-231. Synergy scores: CSS=42.9, Synergy_ZIP=0.320, Synergy_Bliss=3.97, Synergy_Loewe=-8.83, Synergy_HSA=5.30. (7) Drug 1: CC12CCC3C(C1CCC2=O)CC(=C)C4=CC(=O)C=CC34C. Drug 2: CC1=C(C(=CC=C1)Cl)NC(=O)C2=CN=C(S2)NC3=CC(=NC(=N3)C)N4CCN(CC4)CCO. Cell line: SR. Synergy scores: CSS=48.7, Synergy_ZIP=0.384, Synergy_Bliss=-6.16, Synergy_Loewe=-4.65, Synergy_HSA=-5.97.